From a dataset of Full USPTO retrosynthesis dataset with 1.9M reactions from patents (1976-2016). Predict the reactants needed to synthesize the given product. (1) Given the product [F:34][C:35]([F:39])([F:38])[C:54]([OH:42])=[O:55].[C:1]([C:3]1[CH:4]=[C:5]([C:11]2[CH:12]=[C:13]3[C:17](=[C:18]([C:20]([NH2:22])=[O:21])[CH:19]=2)[NH:16][CH:15]=[C:14]3[CH:23]2[CH2:28][CH2:27][N:26]([S:29]([CH2:32][CH3:33])(=[O:30])=[O:31])[CH2:25][CH2:24]2)[CH:6]=[C:7]([CH2:9][NH:37][CH2:36][C:35]([F:39])([F:38])[F:34])[CH:8]=1)#[N:2], predict the reactants needed to synthesize it. The reactants are: [C:1]([C:3]1[CH:4]=[C:5]([C:11]2[CH:12]=[C:13]3[C:17](=[C:18]([C:20]([NH2:22])=[O:21])[CH:19]=2)[NH:16][CH:15]=[C:14]3[CH:23]2[CH2:28][CH2:27][N:26]([S:29]([CH2:32][CH3:33])(=[O:31])=[O:30])[CH2:25][CH2:24]2)[CH:6]=[C:7]([CH:9]=O)[CH:8]=1)#[N:2].[F:34][C:35]([F:39])([F:38])[CH2:36][NH2:37].C(O[BH-](OC(=O)C)OC(=O)C)(=[O:42])C.[Na+].[CH3:54][OH:55]. (2) Given the product [NH2:36][C:30]1[CH:29]=[CH:28][C:27]([Cl:26])=[CH:38][C:31]=1[C:32]([NH:1][C:2]1[CH:7]=[CH:6][C:5]([Cl:8])=[CH:4][N:3]=1)=[O:33], predict the reactants needed to synthesize it. The reactants are: [NH2:1][C:2]1[CH:7]=[CH:6][C:5]([Cl:8])=[CH:4][N:3]=1.C[Si]([N-][Si](C)(C)C)(C)C.[K+].C1(C)C=CC=CC=1.[Cl:26][C:27]1[CH:38]=[C:31]2[C:32](OC(=O)[NH:36][C:30]2=[CH:29][CH:28]=1)=[O:33]. (3) The reactants are: [CH3:1][N:2]1[C:10](=[O:11])[C:9]2[N:8]([C@@H:12]([CH3:17])[C:13]([O:15]C)=[O:14])[CH:7]=[N:6][C:5]=2[N:4]([CH3:18])[C:3]1=[O:19].Cl.OP([O-])([O-])=O.[K+].[K+]. Given the product [CH3:1][N:2]1[C:10](=[O:11])[C:9]2[N:8]([C@@H:12]([CH3:17])[C:13]([OH:15])=[O:14])[CH:7]=[N:6][C:5]=2[N:4]([CH3:18])[C:3]1=[O:19], predict the reactants needed to synthesize it. (4) Given the product [CH2:1]([O:3][C:4](=[O:25])[CH2:5][CH2:6][C:7]1[CH:12]=[CH:11][C:10]([O:13][CH2:14][CH2:15][C@@H:16]([O:18][C:31]2[CH:32]=[CH:33][C:28]([CH2:26][CH3:27])=[CH:29][C:30]=2[O:35][C:36]2[CH:41]=[CH:40][CH:39]=[CH:38][C:37]=2[CH3:42])[CH3:17])=[CH:9][C:8]=1[CH2:23][CH3:24])[CH3:2], predict the reactants needed to synthesize it. The reactants are: [CH2:1]([O:3][C:4](=[O:25])[CH2:5][CH2:6][C:7]1[CH:12]=[CH:11][C:10]([O:13][CH2:14][CH2:15][C@H:16]([O:18]S(C)(=O)=O)[CH3:17])=[CH:9][C:8]=1[CH2:23][CH3:24])[CH3:2].[CH2:26]([C:28]1[CH:33]=[CH:32][C:31](O)=[C:30]([O:35][C:36]2[CH:41]=[CH:40][CH:39]=[CH:38][C:37]=2[CH3:42])[CH:29]=1)[CH3:27]. (5) Given the product [OH:23][C:5]1[C:4]([CH2:3][O:2][CH3:1])=[CH:21][C:20]2[C@@H:19]3[C@H:10]([C@H:11]4[C@@:15]([CH2:17][CH2:18]3)([CH3:16])[C:14](=[O:22])[CH2:13][CH2:12]4)[CH2:9][CH2:8][C:7]=2[CH:6]=1, predict the reactants needed to synthesize it. The reactants are: [CH3:1][O:2][CH2:3][C:4]1[C:5]([OH:23])=[CH:6][C:7]2[CH2:8][CH2:9][C@@H:10]3[C@@H:19]([C:20]=2[CH:21]=1)[CH2:18][CH2:17][C@@:15]1([CH3:16])[C@H:11]3[CH2:12][CH2:13][C@@H:14]1[OH:22].CC(C)=O.OS(O)(=O)=O.O=[Cr](=O)=O. (6) Given the product [C:7]([O:11][C:12]([N:14]1[CH2:18][CH:17]2[CH2:19][CH2:20][CH2:21][CH:16]2[C@H:15]1[C:22](=[O:24])[NH:35][CH2:34][C:33]1[CH:31]=[N:28][CH:29]=[CH:30][CH:1]=1)=[O:13])([CH3:8])([CH3:9])[CH3:10], predict the reactants needed to synthesize it. The reactants are: [CH3:1]CCP(=O)=O.[C:7]([O:11][C:12]([N:14]1[CH2:18][CH:17]2[CH2:19][CH2:20][CH2:21][CH:16]2[C@H:15]1[C:22]([OH:24])=O)=[O:13])([CH3:10])([CH3:9])[CH3:8].C([N:28]([CH:31]([CH3:33])C)[CH2:29][CH3:30])(C)C.[CH3:34][N:35](C=O)C.